From a dataset of Buchwald-Hartwig C-N cross coupling reaction yields with 55,370 reactions. Predict the reaction yield, written as a fraction of the theoretical maximum amount of product (1.0 means a 100% yield; for example, 0.34 means a 34% yield). (1) The reactants are FC(F)(F)c1ccc(I)cc1.Cc1ccc(N)cc1.O=S(=O)(O[Pd]1c2ccccc2-c2ccccc2N~1)C(F)(F)F.CC(C)c1cc(C(C)C)c(-c2ccccc2P(C2CCCCC2)C2CCCCC2)c(C(C)C)c1.CN(C)C(=NC(C)(C)C)N(C)C.COC(=O)c1cc(-c2cccs2)on1. No catalyst specified. The product is Cc1ccc(Nc2ccc(C(F)(F)F)cc2)cc1. The yield is 0.237. (2) The product is COc1ccc(Nc2ccc(C)cc2)cc1. The yield is 0.364. The reactants are COc1ccc(Br)cc1.Cc1ccc(N)cc1.O=S(=O)(O[Pd]1c2ccccc2-c2ccccc2N~1)C(F)(F)F.COc1ccc(OC)c(P(C(C)(C)C)C(C)(C)C)c1-c1c(C(C)C)cc(C(C)C)cc1C(C)C.CN1CCCN2CCCN=C12.c1ccc(CN(Cc2ccccc2)c2ccno2)cc1. No catalyst specified. (3) The reactants are Brc1ccccn1.Cc1ccc(N)cc1.O=S(=O)(O[Pd]1c2ccccc2-c2ccccc2N~1)C(F)(F)F.CC(C)c1cc(C(C)C)c(-c2ccccc2P(C2CCCCC2)C2CCCCC2)c(C(C)C)c1.CN1CCCN2CCCN=C12.Cc1cc(-c2ccccc2)on1. No catalyst specified. The product is Cc1ccc(Nc2ccccn2)cc1. The yield is 0.509. (4) The reactants are CCc1ccc(Br)cc1.Cc1ccc(N)cc1.O=S(=O)(O[Pd]1c2ccccc2-c2ccccc2N~1)C(F)(F)F.CC(C)c1cc(C(C)C)c(-c2ccccc2P(C(C)(C)C)C(C)(C)C)c(C(C)C)c1.CN(C)C(=NC(C)(C)C)N(C)C.CCOC(=O)c1cnoc1C. No catalyst specified. The product is CCc1ccc(Nc2ccc(C)cc2)cc1. The yield is 0.144. (5) The reactants are Brc1cccnc1.Cc1ccc(N)cc1.O=S(=O)(O[Pd]1c2ccccc2-c2ccccc2N~1)C(F)(F)F.CC(C)c1cc(C(C)C)c(-c2ccccc2P(C2CCCCC2)C2CCCCC2)c(C(C)C)c1.CCN=P(N=P(N(C)C)(N(C)C)N(C)C)(N(C)C)N(C)C.c1ccc(CN(Cc2ccccc2)c2ccno2)cc1. No catalyst specified. The product is Cc1ccc(Nc2cccnc2)cc1. The yield is 0.0380. (6) The reactants are Clc1ccccn1.Cc1ccc(N)cc1.O=S(=O)(O[Pd]1c2ccccc2-c2ccccc2N~1)C(F)(F)F.CC(C)c1cc(C(C)C)c(-c2ccccc2P(C2CCCCC2)C2CCCCC2)c(C(C)C)c1.CCN=P(N=P(N(C)C)(N(C)C)N(C)C)(N(C)C)N(C)C.CCOC(=O)c1cnoc1C. No catalyst specified. The product is Cc1ccc(Nc2ccccn2)cc1. The yield is 0.124.